Predict the product of the given reaction. From a dataset of Forward reaction prediction with 1.9M reactions from USPTO patents (1976-2016). (1) Given the reactants [Cl:1][C:2]1[CH:7]=[C:6]([Cl:8])[CH:5]=[CH:4][N:3]=1.[Li+].CC([N-]C(C)C)C.C1C[O:20][CH2:19]C1.CCCCCCC.C(C1C=CC=CC=1)C.CN(C=O)C, predict the reaction product. The product is: [Cl:1][C:2]1[N:3]=[CH:4][CH:5]=[C:6]([Cl:8])[C:7]=1[CH:19]=[O:20]. (2) Given the reactants [F:1][C:2]1[CH:3]=[C:4]2[C:8](=[CH:9][CH:10]=1)[NH:7][N:6]=[C:5]2[I:11].O[CH:13]1[CH2:17][CH2:16][O:15][CH2:14]1, predict the reaction product. The product is: [F:1][C:2]1[CH:3]=[C:4]2[C:8](=[CH:9][CH:10]=1)[N:7]([CH:13]1[CH2:17][CH2:16][O:15][CH2:14]1)[N:6]=[C:5]2[I:11]. (3) Given the reactants [Cl:1][C:2]1[CH:3]=[C:4]([F:13])[C:5]([C:8]([F:12])([F:11])[CH2:9][OH:10])=[N:6][CH:7]=1.CCN(C(C)C)C(C)C.[O:23](S(C(F)(F)F)(=O)=O)[S:24]([C:27]([F:30])([F:29])[F:28])(=O)=[O:25], predict the reaction product. The product is: [F:28][C:27]([F:30])([F:29])[S:24]([O:10][CH2:9][C:8]([C:5]1[C:4]([F:13])=[CH:3][C:2]([Cl:1])=[CH:7][N:6]=1)([F:12])[F:11])(=[O:25])=[O:23].